From a dataset of Reaction yield outcomes from USPTO patents with 853,638 reactions. Predict the reaction yield, written as a fraction of the theoretical maximum amount of product (1.0 means a 100% yield; for example, 0.34 means a 34% yield). (1) The reactants are [CH3:1][O:2][C:3]1[CH:15]=[C:14]([O:16][CH3:17])[CH:13]=[CH:12][C:4]=1[CH2:5][NH:6][C:7]1[S:11][N:10]=[CH:9][N:8]=1.C1COCC1.[C:23]([N:26]1[CH2:35][CH2:34][C:33]2[C:28](=[CH:29][CH:30]=[C:31]([S:36](Cl)(=[O:38])=[O:37])[CH:32]=2)[CH:27]1[C:40]1[CH:45]=[CH:44][C:43]([C:46]([F:49])([F:48])[F:47])=[CH:42][C:41]=1[O:50][CH3:51])(=[O:25])[CH3:24]. The catalyst is CCOC(C)=O. The product is [C:23]([N:26]1[CH2:35][CH2:34][C:33]2[C:28](=[CH:29][CH:30]=[C:31]([S:36]([N:6]([CH2:5][C:4]3[CH:12]=[CH:13][C:14]([O:16][CH3:17])=[CH:15][C:3]=3[O:2][CH3:1])[C:7]3[S:11][N:10]=[CH:9][N:8]=3)(=[O:38])=[O:37])[CH:32]=2)[CH:27]1[C:40]1[CH:45]=[CH:44][C:43]([C:46]([F:48])([F:49])[F:47])=[CH:42][C:41]=1[O:50][CH3:51])(=[O:25])[CH3:24]. The yield is 0.283. (2) The reactants are [Br:1]N1C(=O)CCC1=O.C1(P(C2C=CC=CC=2)C2C=CC=CC=2)C=CC=CC=1.[CH:28]1[C:37]2[C:32](=[CH:33][CH:34]=[CH:35][CH:36]=2)[CH:31]=[CH:30][C:29]=1[CH2:38][O:39][CH2:40][CH2:41]O. The catalyst is C(Cl)Cl.[Al]. The product is [Br:1][CH2:41][CH2:40][O:39][CH2:38][C:29]1[CH:30]=[CH:31][C:32]2[C:37](=[CH:36][CH:35]=[CH:34][CH:33]=2)[CH:28]=1. The yield is 0.430.